From a dataset of Forward reaction prediction with 1.9M reactions from USPTO patents (1976-2016). Predict the product of the given reaction. (1) Given the reactants Br[C:2]1[N:26]([S:27]([C:30]2[CH:35]=[CH:34][CH:33]=[CH:32][CH:31]=2)(=[O:29])=[O:28])[C:5]2[N:6]=[CH:7][C:8]3[CH2:13][N:12]([C:14]4[CH:19]=[C:18]([O:20][CH3:21])[CH:17]=[C:16]([O:22][CH3:23])[CH:15]=4)[C:11](=[O:24])[N:10]([CH3:25])[C:9]=3[C:4]=2[CH:3]=1.[CH3:36][N:37]1[CH2:42][CH2:41][N:40]([C:43]2[CH:48]=[CH:47][C:46](B3OC(C)(C)C(C)(C)O3)=[CH:45][CH:44]=2)[CH2:39][CH2:38]1.ClCCl.C(=O)([O-])[O-].[K+].[K+], predict the reaction product. The product is: [CH3:23][O:22][C:16]1[CH:15]=[C:14]([N:12]2[CH2:13][C:8]3[CH:7]=[N:6][C:5]4[N:26]([S:27]([C:30]5[CH:35]=[CH:34][CH:33]=[CH:32][CH:31]=5)(=[O:29])=[O:28])[C:2]([C:46]5[CH:45]=[CH:44][C:43]([N:40]6[CH2:41][CH2:42][N:37]([CH3:36])[CH2:38][CH2:39]6)=[CH:48][CH:47]=5)=[CH:3][C:4]=4[C:9]=3[N:10]([CH3:25])[C:11]2=[O:24])[CH:19]=[C:18]([O:20][CH3:21])[CH:17]=1. (2) Given the reactants [O:1]1[C:5]2([CH2:10][CH2:9][CH:8]([C:11](O)([CH3:13])[CH3:12])[CH2:7][CH2:6]2)[O:4][CH2:3][CH2:2]1.CC[N+](S(N=C(OC)[O-])(=O)=O)(CC)CC, predict the reaction product. The product is: [CH2:12]=[C:11]([CH:8]1[CH2:7][CH2:6][C:5]2([O:1][CH2:2][CH2:3][O:4]2)[CH2:10][CH2:9]1)[CH3:13]. (3) The product is: [C:1]([O:5][C:6]([N:8]1[CH2:13][CH2:12][CH:11]([N:14]2[C:18]3=[N:19][CH:20]=[N:21][C:22]([O:31][C:28]4[CH:29]=[CH:30][C:25]([F:24])=[CH:26][CH:27]=4)=[C:17]3[CH:16]=[N:15]2)[CH2:10][CH2:9]1)=[O:7])([CH3:4])([CH3:3])[CH3:2]. Given the reactants [C:1]([O:5][C:6]([N:8]1[CH2:13][CH2:12][CH:11]([N:14]2[C:18]3=[N:19][CH:20]=[N:21][C:22](Cl)=[C:17]3[CH:16]=[N:15]2)[CH2:10][CH2:9]1)=[O:7])([CH3:4])([CH3:3])[CH3:2].[F:24][C:25]1[CH:30]=[CH:29][C:28]([OH:31])=[CH:27][CH:26]=1, predict the reaction product. (4) Given the reactants [CH3:1][N:2]([CH:15]1[CH2:20][CH2:19][N:18]([CH3:21])[CH2:17][CH2:16]1)[C:3]1[O:4][C:5]2[CH:11]=[CH:10][C:9]([N+:12]([O-])=O)=[CH:8][C:6]=2[N:7]=1, predict the reaction product. The product is: [CH3:1][N:2]([CH:15]1[CH2:20][CH2:19][N:18]([CH3:21])[CH2:17][CH2:16]1)[C:3]1[O:4][C:5]2[CH:11]=[CH:10][C:9]([NH2:12])=[CH:8][C:6]=2[N:7]=1. (5) The product is: [CH:32]1([C:30]2[N:26]=[C:25]([N:22]3[CH2:21][CH2:20][CH:19]([CH:17]4[CH2:16][C:15]5[CH:27]=[C:11]([C:8]6[CH:9]=[CH:10][C:5]([S:2]([CH3:1])(=[O:3])=[O:4])=[CH:6][CH:7]=6)[CH:12]=[CH:13][C:14]=5[O:18]4)[CH2:24][CH2:23]3)[O:28][N:29]=2)[CH2:34][CH2:33]1. Given the reactants [CH3:1][S:2]([C:5]1[CH:10]=[CH:9][C:8]([C:11]2[CH:12]=[CH:13][C:14]3[O:18][CH:17]([CH:19]4[CH2:24][CH2:23][N:22]([C:25]#[N:26])[CH2:21][CH2:20]4)[CH2:16][C:15]=3[CH:27]=2)=[CH:7][CH:6]=1)(=[O:4])=[O:3].[OH:28][NH:29][C:30]([CH:32]1[CH2:34][CH2:33]1)=N, predict the reaction product. (6) The product is: [CH3:15][C:8]1[C:9]([C:12]([NH2:14])=[O:13])=[N:10][C:11]2[C:6]([CH:7]=1)=[CH:5][N:4]=[CH:3][C:2]=2[C:21]1[CH:22]=[CH:23][C:18]([C:17]([F:28])([F:27])[F:16])=[CH:19][CH:20]=1. Given the reactants Br[C:2]1[CH:3]=[N:4][CH:5]=[C:6]2[C:11]=1[N:10]=[C:9]([C:12]([NH2:14])=[O:13])[C:8]([CH3:15])=[CH:7]2.[F:16][C:17]([F:28])([F:27])[C:18]1[CH:23]=[CH:22][C:21](B(O)O)=[CH:20][CH:19]=1, predict the reaction product. (7) Given the reactants NC(=O)[CH2:3][N:4]1[CH:8]=[C:7]([CH2:9][N:10]([C@@H:28]([CH:30]2[CH2:33][CH2:32][CH2:31]2)[CH3:29])C(=O)OCC2C3C=CC=CC=3C3C2=CC=CC=3)[N:6]=[N:5]1.N1CCCCC1.[CH3:41][N:42]([CH:44]=[O:45])[CH3:43], predict the reaction product. The product is: [CH:30]1([C@H:28]([NH:10][CH2:9][C:7]2[N:6]=[N:5][N:4]([CH2:3][C:44]([N:42]([CH3:43])[CH3:41])=[O:45])[CH:8]=2)[CH3:29])[CH2:33][CH2:32][CH2:31]1. (8) Given the reactants [NH2:1][C:2]1[CH:7]=[C:6]([O:8][C:9]2[CH:14]=[CH:13][C:12]([NH:15][C:16]([C:18]3[C:19](=[O:31])[N:20]([C:25]4[CH:30]=[CH:29][CH:28]=[CH:27][CH:26]=4)[N:21]([CH3:24])[C:22]=3[CH3:23])=[O:17])=[CH:11][C:10]=2[F:32])[CH:5]=[CH:4][N:3]=1.[C:33]1([O:39][C:40](Cl)=[O:41])[CH:38]=[CH:37][CH:36]=[CH:35][CH:34]=1, predict the reaction product. The product is: [C:33]1([O:39][C:40](=[O:41])[NH:1][C:2]2[CH:7]=[C:6]([O:8][C:9]3[CH:14]=[CH:13][C:12]([NH:15][C:16]([C:18]4[C:19](=[O:31])[N:20]([C:25]5[CH:26]=[CH:27][CH:28]=[CH:29][CH:30]=5)[N:21]([CH3:24])[C:22]=4[CH3:23])=[O:17])=[CH:11][C:10]=3[F:32])[CH:5]=[CH:4][N:3]=2)[CH:38]=[CH:37][CH:36]=[CH:35][CH:34]=1. (9) Given the reactants [F:1][C:2]([F:43])([F:42])[C:3]1[CH:4]=[C:5]([C@H:13]([N:15]([CH3:41])[C:16]([N:18]2[CH2:32][CH2:31][C@:21]3([NH:25][C@:24]([CH3:30])([C:26](OC)=[O:27])[CH2:23][CH2:22]3)[CH2:20][C@@H:19]2[C:33]2[CH:38]=[CH:37][C:36]([F:39])=[CH:35][C:34]=2[CH3:40])=[O:17])[CH3:14])[CH:6]=[C:7]([C:9]([F:12])([F:11])[F:10])[CH:8]=1.[BH4-].[Li+], predict the reaction product. The product is: [F:43][C:2]([F:1])([F:42])[C:3]1[CH:4]=[C:5]([C@H:13]([N:15]([CH3:41])[C:16]([N:18]2[CH2:32][CH2:31][C@:21]3([NH:25][C@@:24]([CH2:26][OH:27])([CH3:30])[CH2:23][CH2:22]3)[CH2:20][C@@H:19]2[C:33]2[CH:38]=[CH:37][C:36]([F:39])=[CH:35][C:34]=2[CH3:40])=[O:17])[CH3:14])[CH:6]=[C:7]([C:9]([F:12])([F:10])[F:11])[CH:8]=1. (10) Given the reactants [CH3:1][O:2][C:3]1[CH:4]=[C:5]([CH:23]=[CH:24][C:25]=1[O:26][CH3:27])[C:6]([NH:8][C:9]1[CH:14]=[CH:13][C:12]([C:15]2([C:20](O)=[O:21])[CH2:19][CH2:18][CH2:17][CH2:16]2)=[CH:11][CH:10]=1)=[O:7].C1C=CC2N(O)N=[N:34][C:32]=2C=1.C(Cl)CCl.CN, predict the reaction product. The product is: [CH3:1][O:2][C:3]1[CH:4]=[C:5]([CH:23]=[CH:24][C:25]=1[O:26][CH3:27])[C:6]([NH:8][C:9]1[CH:14]=[CH:13][C:12]([C:15]2([C:20](=[O:21])[NH:34][CH3:32])[CH2:19][CH2:18][CH2:17][CH2:16]2)=[CH:11][CH:10]=1)=[O:7].